From a dataset of Full USPTO retrosynthesis dataset with 1.9M reactions from patents (1976-2016). Predict the reactants needed to synthesize the given product. (1) Given the product [CH:24]1([NH:29][C:2]2[CH:9]=[C:8]([N:10]3[C:18]4[CH2:17][C:16]([CH3:20])([CH3:19])[CH2:15][C:14](=[O:21])[C:13]=4[C:12]([CH3:22])=[N:11]3)[CH:7]=[C:6]([F:23])[C:3]=2[C:4]#[N:5])[CH2:28][CH2:27][CH2:26][CH2:25]1, predict the reactants needed to synthesize it. The reactants are: F[C:2]1[CH:9]=[C:8]([N:10]2[C:18]3[CH2:17][C:16]([CH3:20])([CH3:19])[CH2:15][C:14](=[O:21])[C:13]=3[C:12]([CH3:22])=[N:11]2)[CH:7]=[C:6]([F:23])[C:3]=1[C:4]#[N:5].[CH:24]1([NH2:29])[CH2:28][CH2:27][CH2:26][CH2:25]1.CCN(C(C)C)C(C)C. (2) Given the product [CH2:26]([O:22][C:19]1[CH:20]=[CH:21][C:16]([O:15][C:6]2[C:5]3[C:10](=[CH:11][C:12]([O:13][CH3:14])=[C:3]([O:2][CH3:1])[CH:4]=3)[N:9]=[CH:8][CH:7]=2)=[C:17]([C:23](=[O:25])[CH3:24])[CH:18]=1)[CH2:27][CH2:28][CH3:29], predict the reactants needed to synthesize it. The reactants are: [CH3:1][O:2][C:3]1[CH:4]=[C:5]2[C:10](=[CH:11][C:12]=1[O:13][CH3:14])[N:9]=[CH:8][CH:7]=[C:6]2[O:15][C:16]1[CH:21]=[CH:20][C:19]([OH:22])=[CH:18][C:17]=1[C:23](=[O:25])[CH3:24].[CH2:26](I)[CH2:27][CH2:28][CH3:29].C(=O)([O-])[O-].[K+].[K+]. (3) Given the product [Cl:1][C:2]1[CH:7]=[CH:6][C:5]([CH:8]([C:26]2[CH:27]=[CH:28][C:29]([Cl:32])=[CH:30][CH:31]=2)[C:9]2[CH:10]=[C:11]3[C:16](=[CH:17][CH:18]=2)[N:15]=[N:14][CH:13]=[C:12]3[NH:19][CH:20]2[CH2:21][CH2:22][N:23]([CH2:34][CH2:35][C:36]3[CH:45]=[CH:44][C:39]([C:40]([O:42][CH3:43])=[O:41])=[CH:38][CH:37]=3)[CH2:24][CH2:25]2)=[CH:4][CH:3]=1, predict the reactants needed to synthesize it. The reactants are: [Cl:1][C:2]1[CH:7]=[CH:6][C:5]([CH:8]([C:26]2[CH:31]=[CH:30][C:29]([Cl:32])=[CH:28][CH:27]=2)[C:9]2[CH:10]=[C:11]3[C:16](=[CH:17][CH:18]=2)[N:15]=[N:14][CH:13]=[C:12]3[NH:19][CH:20]2[CH2:25][CH2:24][NH:23][CH2:22][CH2:21]2)=[CH:4][CH:3]=1.O=[CH:34][CH2:35][C:36]1[CH:45]=[CH:44][C:39]([C:40]([O:42][CH3:43])=[O:41])=[CH:38][CH:37]=1.CC(O)=O.[BH3-]C#N.[Na+]. (4) Given the product [F:20][C:21]1[CH:22]=[C:23]([C:2]2[CH:3]=[C:4]3[C:11]4([CH:15]=[C:14]([F:16])[C:13](=[O:17])[NH:12]4)[C:10]([CH3:19])([CH3:18])[CH2:9][O:8][C:5]3=[CH:6][CH:7]=2)[CH:24]=[C:25]([F:27])[CH:26]=1, predict the reactants needed to synthesize it. The reactants are: Br[C:2]1[CH:3]=[C:4]2[C:11]3([CH:15]=[C:14]([F:16])[C:13](=[O:17])[NH:12]3)[C:10]([CH3:19])([CH3:18])[CH2:9][O:8][C:5]2=[CH:6][CH:7]=1.[F:20][C:21]1[CH:22]=[C:23](B(O)O)[CH:24]=[C:25]([F:27])[CH:26]=1. (5) Given the product [ClH:34].[ClH:1].[Cl:34][C:24]1[C:23]2[C:28](=[CH:29][C:20]([S:17]([N:9]([CH2:10][C:11]3[CH:16]=[CH:15][CH:14]=[CH:13][N:12]=3)[CH2:8][C:7]([OH:35])=[O:6])(=[O:18])=[O:19])=[CH:21][CH:22]=2)[C:27]([NH:30][C:31]([NH2:33])=[NH:32])=[N:26][CH:25]=1, predict the reactants needed to synthesize it. The reactants are: [ClH:1].C([O:6][C:7](=[O:35])[CH2:8][N:9]([S:17]([C:20]1[CH:29]=[C:28]2[C:23]([C:24]([Cl:34])=[CH:25][N:26]=[C:27]2[NH:30][C:31]([NH2:33])=[NH:32])=[CH:22][CH:21]=1)(=[O:19])=[O:18])[CH2:10][C:11]1[CH:16]=[CH:15][CH:14]=[CH:13][N:12]=1)(C)(C)C. (6) Given the product [Br:1][C:2]1[C:11]2[C:10]([CH3:13])([CH3:12])[CH2:9][CH:8]=[C:7]([CH:14]([CH3:15])[CH3:16])[C:6]=2[CH:5]=[C:4](/[C:17](/[CH3:18])=[C:29](/[F:30])\[C:27]([O:26][CH2:25][CH3:24])=[O:28])[C:3]=1[O:20][CH2:21][CH2:22][CH3:23], predict the reactants needed to synthesize it. The reactants are: [Br:1][C:2]1[C:11]2[C:10]([CH3:13])([CH3:12])[CH2:9][CH:8]=[C:7]([CH:14]([CH3:16])[CH3:15])[C:6]=2[CH:5]=[C:4]([C:17](=O)[CH3:18])[C:3]=1[O:20][CH2:21][CH2:22][CH3:23].[CH3:24][CH2:25][O:26][C:27]([CH:29](P(OCC)(OCC)=O)[F:30])=[O:28].C([Li])CCC.